This data is from NCI-60 drug combinations with 297,098 pairs across 59 cell lines. The task is: Regression. Given two drug SMILES strings and cell line genomic features, predict the synergy score measuring deviation from expected non-interaction effect. (1) Drug 1: CC1C(C(=O)NC(C(=O)N2CCCC2C(=O)N(CC(=O)N(C(C(=O)O1)C(C)C)C)C)C(C)C)NC(=O)C3=C4C(=C(C=C3)C)OC5=C(C(=O)C(=C(C5=N4)C(=O)NC6C(OC(=O)C(N(C(=O)CN(C(=O)C7CCCN7C(=O)C(NC6=O)C(C)C)C)C)C(C)C)C)N)C. Drug 2: CN(CCCl)CCCl.Cl. Cell line: HOP-62. Synergy scores: CSS=18.7, Synergy_ZIP=-2.34, Synergy_Bliss=1.62, Synergy_Loewe=-21.0, Synergy_HSA=-1.18. (2) Drug 1: CC1=CC=C(C=C1)C2=CC(=NN2C3=CC=C(C=C3)S(=O)(=O)N)C(F)(F)F. Drug 2: CC1C(C(CC(O1)OC2CC(CC3=C2C(=C4C(=C3O)C(=O)C5=C(C4=O)C(=CC=C5)OC)O)(C(=O)CO)O)N)O.Cl. Cell line: HCT116. Synergy scores: CSS=52.5, Synergy_ZIP=0.491, Synergy_Bliss=2.13, Synergy_Loewe=-6.77, Synergy_HSA=3.34. (3) Drug 1: CNC(=O)C1=NC=CC(=C1)OC2=CC=C(C=C2)NC(=O)NC3=CC(=C(C=C3)Cl)C(F)(F)F. Drug 2: CC(C)CN1C=NC2=C1C3=CC=CC=C3N=C2N. Cell line: SF-539. Synergy scores: CSS=13.4, Synergy_ZIP=-0.182, Synergy_Bliss=-0.446, Synergy_Loewe=10.9, Synergy_HSA=2.34. (4) Cell line: SF-539. Drug 2: CC(C1=C(C=CC(=C1Cl)F)Cl)OC2=C(N=CC(=C2)C3=CN(N=C3)C4CCNCC4)N. Drug 1: CC12CCC(CC1=CCC3C2CCC4(C3CC=C4C5=CN=CC=C5)C)O. Synergy scores: CSS=5.79, Synergy_ZIP=-1.67, Synergy_Bliss=0.971, Synergy_Loewe=1.56, Synergy_HSA=1.45. (5) Drug 1: CCN(CC)CCCC(C)NC1=C2C=C(C=CC2=NC3=C1C=CC(=C3)Cl)OC. Drug 2: CC12CCC3C(C1CCC2OP(=O)(O)O)CCC4=C3C=CC(=C4)OC(=O)N(CCCl)CCCl.[Na+]. Cell line: BT-549. Synergy scores: CSS=11.0, Synergy_ZIP=-5.34, Synergy_Bliss=-6.89, Synergy_Loewe=-37.0, Synergy_HSA=-5.95. (6) Drug 1: CC1C(C(CC(O1)OC2CC(CC3=C2C(=C4C(=C3O)C(=O)C5=C(C4=O)C(=CC=C5)OC)O)(C(=O)CO)O)N)O.Cl. Drug 2: CC1=C(N=C(N=C1N)C(CC(=O)N)NCC(C(=O)N)N)C(=O)NC(C(C2=CN=CN2)OC3C(C(C(C(O3)CO)O)O)OC4C(C(C(C(O4)CO)O)OC(=O)N)O)C(=O)NC(C)C(C(C)C(=O)NC(C(C)O)C(=O)NCCC5=NC(=CS5)C6=NC(=CS6)C(=O)NCCC[S+](C)C)O. Cell line: CCRF-CEM. Synergy scores: CSS=42.2, Synergy_ZIP=-1.29, Synergy_Bliss=-0.313, Synergy_Loewe=-3.11, Synergy_HSA=0.579.